From a dataset of Merck oncology drug combination screen with 23,052 pairs across 39 cell lines. Regression. Given two drug SMILES strings and cell line genomic features, predict the synergy score measuring deviation from expected non-interaction effect. Drug 1: N#Cc1ccc(Cn2cncc2CN2CCN(c3cccc(Cl)c3)C(=O)C2)cc1. Drug 2: C=CCn1c(=O)c2cnc(Nc3ccc(N4CCN(C)CC4)cc3)nc2n1-c1cccc(C(C)(C)O)n1. Cell line: ES2. Synergy scores: synergy=9.17.